From a dataset of Reaction yield outcomes from USPTO patents with 853,638 reactions. Predict the reaction yield, written as a fraction of the theoretical maximum amount of product (1.0 means a 100% yield; for example, 0.34 means a 34% yield). (1) The yield is 0.980. The product is [S:29](=[C:5]([Br:17])[C:6]1[CH:11]=[CH:10][C:9]([F:12])=[CH:8][CH:7]=1)(=[O:31])=[O:30]. The reactants are C([C:5]([Br:17])(CCCC)[C:6]1[CH:11]=[CH:10][C:9]([F:12])=[CH:8][CH:7]=1)CCC.C1C=C(Cl)C=C(C(OO)=O)C=1.[S:29]([O-])([O-:31])=[O:30].[Na+].[Na+].C(OCC)(=O)C. The catalyst is C(Cl)Cl. (2) The reactants are C[O:2][C:3](=[O:43])[C:4]1[CH:9]=[CH:8][C:7]([NH:10][C:11]([C@H:13]2[C@H:17]([C:18]3[CH:23]=[CH:22][CH:21]=[C:20]([Cl:24])[C:19]=3[F:25])[C@:16]([C:28]3[CH:33]=[CH:32][C:31]([Cl:34])=[CH:30][C:29]=3[F:35])([C:26]#[N:27])[C@H:15]([CH2:36][C:37]([CH3:40])([CH3:39])[CH3:38])[NH:14]2)=[O:12])=[CH:6][C:5]=1[O:41][CH3:42].[CH:44](=O)[CH2:45][CH3:46].C(O[BH-](OC(=O)C)OC(=O)C)(=O)C.[Na+].[Li+].[OH-]. The catalyst is CC(O)=O.C1COCC1.CO.O. The product is [Cl:24][C:20]1[C:19]([F:25])=[C:18]([C@@H:17]2[C@:16]([C:28]3[CH:33]=[CH:32][C:31]([Cl:34])=[CH:30][C:29]=3[F:35])([C:26]#[N:27])[C@H:15]([CH2:36][C:37]([CH3:39])([CH3:38])[CH3:40])[N:14]([CH2:44][CH2:45][CH3:46])[C@H:13]2[C:11]([NH:10][C:7]2[CH:8]=[CH:9][C:4]([C:3]([OH:2])=[O:43])=[C:5]([O:41][CH3:42])[CH:6]=2)=[O:12])[CH:23]=[CH:22][CH:21]=1. The yield is 0.421. (3) The reactants are [Cl:1][C:2]1[CH:33]=[C:32]([C:34]2[CH2:39][CH2:38][C:37](=[O:40])[NH:36][N:35]=2)[CH:31]=[CH:30][C:3]=1[O:4][CH2:5][C:6]([NH:8][CH2:9][CH2:10][NH:11][C:12](=[O:29])[CH2:13][C:14]1C=CC(OC[C@@H](O)CNC(C)C)=[CH:16][CH:15]=1)=[O:7].[OH:41][C:42]1[CH:50]=CC(C(O)=O)=C[CH:43]=1.[OH:51][C:52]1[CH:57]=[CH:56][C:55]([CH2:58][C:59](O)=O)=[CH:54][CH:53]=1. No catalyst specified. The product is [Cl:1][C:2]1[CH:33]=[C:32]([C:34]2[CH2:39][CH2:38][C:37](=[O:40])[NH:36][N:35]=2)[CH:31]=[CH:30][C:3]=1[O:4][CH2:5][C:6]([NH:8][CH2:9][CH2:10][NH:11][C:12](=[O:29])[C:13]1[CH:14]=[CH:15][CH:16]=[CH:59][C:58]=1[C:55]1[CH:54]=[CH:53][C:52]([O:51][CH2:50][C@@H:42]([OH:41])[CH2:43][NH:35][CH:34]([CH3:39])[CH3:32])=[CH:57][CH:56]=1)=[O:7]. The yield is 0.370. (4) The reactants are [Si]([O:18][CH2:19][C:20]1[CH:21]=[C:22]([OH:36])[CH:23]=[C:24]([CH2:26][O:27][C:28]2[CH:33]=[CH:32][C:31]([Cl:34])=[CH:30][C:29]=2[Cl:35])[CH:25]=1)(C(C)(C)C)(C1C=CC=CC=1)C1C=CC=CC=1.[CH2:37](P(CCCC)CCCC)[CH2:38]CC.N(C(N1CCCCC1)=O)=NC(N1CCCCC1)=O.[F-].C([N+](CCCC)(CCCC)CCCC)CCC.C(=O)([O-])O.[Na+]. The catalyst is O1CCCC1.C(O)C. The product is [Cl:35][C:29]1[CH:30]=[C:31]([Cl:34])[CH:32]=[CH:33][C:28]=1[O:27][CH2:26][C:24]1[CH:25]=[C:20]([CH2:19][OH:18])[CH:21]=[C:22]([O:36][CH2:37][CH3:38])[CH:23]=1. The yield is 0.650. (5) The reactants are [C:1]([O:5][C:6]([NH:8][C@:9]([CH3:32])([CH2:12][CH2:13][C:14]1[N:15]([CH3:31])[C:16]([C:19](=[O:30])[CH2:20][CH2:21][CH2:22][CH2:23][C:24]2[CH:29]=[CH:28][CH:27]=[CH:26][CH:25]=2)=[CH:17][CH:18]=1)[CH2:10][OH:11])=[O:7])([CH3:4])([CH3:3])[CH3:2].[Cr](O[Cr]([O-])(=O)=O)([O-])(=O)=O.[NH+]1C=CC=CC=1.[NH+]1C=CC=CC=1.CCOCC. The catalyst is ClCCl. The product is [C:1]([O:5][C:6]([NH:8][C@:9]([CH3:32])([CH2:12][CH2:13][C:14]1[N:15]([CH3:31])[C:16]([C:19](=[O:30])[CH2:20][CH2:21][CH2:22][CH2:23][C:24]2[CH:25]=[CH:26][CH:27]=[CH:28][CH:29]=2)=[CH:17][CH:18]=1)[CH:10]=[O:11])=[O:7])([CH3:4])([CH3:3])[CH3:2]. The yield is 0.630. (6) The reactants are Br[C:2]1[CH:3]=[C:4]2[C:9](=[CH:10][CH:11]=1)[CH:8]=[C:7]([O:12][CH2:13][C:14]1[C:15]([C:22]3[C:27]([Cl:28])=[CH:26][CH:25]=[CH:24][C:23]=3[Cl:29])=[N:16][O:17][C:18]=1[CH:19]([CH3:21])[CH3:20])[CH:6]=[CH:5]2.C(=O)([O-])[O-].[Na+].[Na+].OB(O)[C:38]1[CH:46]=[CH:45][C:41]([C:42]([OH:44])=[O:43])=[CH:40][CH:39]=1.Cl. The catalyst is O.C1C=CC([P]([Pd]([P](C2C=CC=CC=2)(C2C=CC=CC=2)C2C=CC=CC=2)([P](C2C=CC=CC=2)(C2C=CC=CC=2)C2C=CC=CC=2)[P](C2C=CC=CC=2)(C2C=CC=CC=2)C2C=CC=CC=2)(C2C=CC=CC=2)C2C=CC=CC=2)=CC=1.C(OCC)(=O)C.COCCOC. The product is [Cl:29][C:23]1[CH:24]=[CH:25][CH:26]=[C:27]([Cl:28])[C:22]=1[C:15]1[C:14]([CH2:13][O:12][C:7]2[CH:8]=[C:9]3[C:4](=[CH:5][CH:6]=2)[CH:3]=[C:2]([C:38]2[CH:46]=[CH:45][C:41]([C:42]([OH:44])=[O:43])=[CH:40][CH:39]=2)[CH:11]=[CH:10]3)=[C:18]([CH:19]([CH3:20])[CH3:21])[O:17][N:16]=1. The yield is 0.180.